Dataset: Full USPTO retrosynthesis dataset with 1.9M reactions from patents (1976-2016). Task: Predict the reactants needed to synthesize the given product. (1) Given the product [O:30]1[CH:34]=[CH:33][C:32]([CH:35]([OH:36])[CH:18]2[C:17](=[O:20])[C:16]([C:21]3[C:26]([CH3:27])=[CH:25][C:24]([CH3:28])=[CH:23][C:22]=3[CH3:29])=[C:15]([O:14][CH3:13])[CH2:19]2)=[CH:31]1, predict the reactants needed to synthesize it. The reactants are: C(NC(C)C)(C)C.C([Li])CCC.[CH3:13][O:14][C:15]1[CH2:19][CH2:18][C:17](=[O:20])[C:16]=1[C:21]1[C:26]([CH3:27])=[CH:25][C:24]([CH3:28])=[CH:23][C:22]=1[CH3:29].[O:30]1[CH:34]=[CH:33][C:32]([CH:35]=[O:36])=[CH:31]1. (2) Given the product [C:11]([O:15][C:16]([N:18]1[CH2:23][CH2:22][N:21]([C:24]([O:26][CH2:27][C:28]2[CH:29]=[CH:30][CH:31]=[CH:32][CH:33]=2)=[O:25])[CH2:20][C@@H:19]1[CH:34]=[O:35])=[O:17])([CH3:14])([CH3:13])[CH3:12], predict the reactants needed to synthesize it. The reactants are: C(Cl)(=O)C(Cl)=O.CS(C)=O.[C:11]([O:15][C:16]([N:18]1[CH2:23][CH2:22][N:21]([C:24]([O:26][CH2:27][C:28]2[CH:33]=[CH:32][CH:31]=[CH:30][CH:29]=2)=[O:25])[CH2:20][C@H:19]1[CH2:34][OH:35])=[O:17])([CH3:14])([CH3:13])[CH3:12].[Cl-].[NH4+]. (3) Given the product [C:9]([O:3][C:1]([N:7]1[CH2:10][CH:9]([C:11]([OH:13])=[O:12])[CH2:8]1)=[O:4])([CH3:11])([CH3:10])[CH3:8], predict the reactants needed to synthesize it. The reactants are: [C:1]([O-:4])([O-:3])=O.[K+].[K+].[NH:7]1[CH2:10][CH:9]([C:11]([OH:13])=[O:12])[CH2:8]1. (4) Given the product [N+:10]([C:4]1[C:5]([C:8]#[N:9])=[N:6][CH:7]=[C:2]([C:13]2[CH:18]=[CH:17][CH:16]=[CH:15][CH:14]=2)[CH:3]=1)([O-:12])=[O:11], predict the reactants needed to synthesize it. The reactants are: Br[C:2]1[CH:3]=[C:4]([N+:10]([O-:12])=[O:11])[C:5]([C:8]#[N:9])=[N:6][CH:7]=1.[C:13]1(B(O)O)[CH:18]=[CH:17][CH:16]=[CH:15][CH:14]=1.O1CCOCC1.C([O-])([O-])=O.[Na+].[Na+]. (5) Given the product [NH:11]1[C:12]2[C:8](=[CH:7][CH:6]=[CH:5][C:4]=2[C:1]([NH2:2])=[O:3])[CH:9]=[CH:10]1, predict the reactants needed to synthesize it. The reactants are: [C:1]([C:4]1[CH:5]=[CH:6][C:7](C2C=C(C=CC=2)C(O)=O)=[C:8]2[C:12]=1[NH:11][CH:10]=[CH:9]2)(=[O:3])[NH2:2].CN(C(ON1N=NC2C=CC=CC1=2)=[N+](C)C)C.[B-](F)(F)(F)F.CCN(C(C)C)C(C)C.NCC#N.Cl.